From a dataset of Full USPTO retrosynthesis dataset with 1.9M reactions from patents (1976-2016). Predict the reactants needed to synthesize the given product. (1) The reactants are: I[C:2]1[C:3](=[O:11])[O:4][C:5]([CH3:10])([CH3:9])[O:6][C:7]=1[CH3:8].[F:12][C:13]1[C:18](B(O)O)=[CH:17][CH:16]=[CH:15][N:14]=1.C(=O)([O-])[O-].[Na+].[Na+].O1CCCC1. Given the product [F:12][C:13]1[C:18]([C:2]2[C:3](=[O:11])[O:4][C:5]([CH3:10])([CH3:9])[O:6][C:7]=2[CH3:8])=[CH:17][CH:16]=[CH:15][N:14]=1, predict the reactants needed to synthesize it. (2) Given the product [I:1][C:12]1[C:13]([NH2:15])=[CH:14][C:9]([N:6]2[CH2:7][CH2:8][O:3][CH2:4][CH2:5]2)=[N:10][CH:11]=1, predict the reactants needed to synthesize it. The reactants are: [I:1]I.[O:3]1[CH2:8][CH2:7][N:6]([C:9]2[CH:14]=[C:13]([NH2:15])[CH:12]=[CH:11][N:10]=2)[CH2:5][CH2:4]1.C(=O)([O-])[O-].[Na+].[Na+]. (3) Given the product [CH3:20][NH:21][C:22]([C:24]1[C:25]2[CH:34]=[CH:33][C:32]([O:35][C:2]3[CH:7]=[CH:6][N:5]=[C:4]4[CH:8]=[C:9]([C:11]([N:13]5[CH2:17][CH2:16][C@@H:15]([O:18][CH3:19])[CH2:14]5)=[O:12])[S:10][C:3]=34)=[CH:31][C:26]=2[S:27][C:28]=1[CH2:29][CH3:30])=[O:23], predict the reactants needed to synthesize it. The reactants are: Cl[C:2]1[CH:7]=[CH:6][N:5]=[C:4]2[CH:8]=[C:9]([C:11]([N:13]3[CH2:17][CH2:16][C@@H:15]([O:18][CH3:19])[CH2:14]3)=[O:12])[S:10][C:3]=12.[CH3:20][NH:21][C:22]([C:24]1[C:25]2[CH:34]=[CH:33][C:32]([OH:35])=[CH:31][C:26]=2[S:27][C:28]=1[CH2:29][CH3:30])=[O:23].C([O-])([O-])=O.[Cs+].[Cs+]. (4) Given the product [CH2:24]([C:23]1[N:22]2[C:18]([S:19][CH:20]=[CH:21]2)=[N:17][C:16]=1[CH2:14][OH:13])[CH3:25], predict the reactants needed to synthesize it. The reactants are: [H-].C([Al+]CC(C)C)C(C)C.C([O:13][C:14]([C:16]1[N:17]=[C:18]2[N:22]([C:23]=1[CH2:24][CH3:25])[CH:21]=[CH:20][S:19]2)=O)C.[OH-].[Na+]. (5) Given the product [C:29]([C:31]1[CH:36]=[CH:35][C:34]([CH2:37][C:38]([NH:1][C:2]2[CH:3]=[C:4]([C@H:21]3[CH2:23][C@H:22]3[C:24]([O:26][CH2:27][CH3:28])=[O:25])[CH:5]=[CH:6][C:7]=2[N:8]([CH:15]2[CH2:20][CH2:19][CH2:18][CH2:17][CH2:16]2)[CH2:9][CH2:10][C:11]([F:12])([F:13])[F:14])=[O:39])=[CH:33][CH:32]=1)#[N:30], predict the reactants needed to synthesize it. The reactants are: [NH2:1][C:2]1[CH:3]=[C:4]([C@H:21]2[CH2:23][C@H:22]2[C:24]([O:26][CH2:27][CH3:28])=[O:25])[CH:5]=[CH:6][C:7]=1[N:8]([CH:15]1[CH2:20][CH2:19][CH2:18][CH2:17][CH2:16]1)[CH2:9][CH2:10][C:11]([F:14])([F:13])[F:12].[C:29]([C:31]1[CH:36]=[CH:35][C:34]([CH2:37][C:38](O)=[O:39])=[CH:33][CH:32]=1)#[N:30].C(Cl)CCl.O.ON1C2C=CC=CC=2N=N1.CCN(C(C)C)C(C)C. (6) Given the product [N:52]([CH2:23][C@@H:19]1[C@H:18]([NH:17][C:15](=[O:16])/[C:14](=[N:29]\[O:30][C:31]2([C:34]([O:36][CH:37]([C:44]3[CH:49]=[CH:48][CH:47]=[CH:46][CH:45]=3)[C:38]3[CH:43]=[CH:42][CH:41]=[CH:40][CH:39]=3)=[O:35])[CH2:32][CH2:33]2)/[C:12]2[N:13]=[C:9]([NH:8][C:6]([O:5][C:1]([CH3:2])([CH3:3])[CH3:4])=[O:7])[S:10][CH:11]=2)[C:21](=[O:22])[NH:20]1)=[N+:53]=[N-:54], predict the reactants needed to synthesize it. The reactants are: [C:1]([O:5][C:6]([NH:8][C:9]1[S:10][CH:11]=[C:12](/[C:14](=[N:29]/[O:30][C:31]2([C:34]([O:36][CH:37]([C:44]3[CH:49]=[CH:48][CH:47]=[CH:46][CH:45]=3)[C:38]3[CH:43]=[CH:42][CH:41]=[CH:40][CH:39]=3)=[O:35])[CH2:33][CH2:32]2)/[C:15]([NH:17][C@@H:18]2[C:21](=[O:22])[NH:20][C@@H:19]2[CH2:23]OS(C)(=O)=O)=[O:16])[N:13]=1)=[O:7])([CH3:4])([CH3:3])[CH3:2].[Na+].[I-].[N-:52]=[N+:53]=[N-:54].[Na+].